Task: Predict the reactants needed to synthesize the given product.. Dataset: Full USPTO retrosynthesis dataset with 1.9M reactions from patents (1976-2016) Given the product [Cl:20][C:19]1[C:2]([Cl:1])=[CH:3][C:4]2[NH:8][C:7]([C:9]3[CH:10]=[CH:11][C:12]([C:13]([NH:26][C:27]4[CH:36]=[CH:35][C:34]([O:37][CH2:38][C:39]([O:41][CH3:42])=[O:40])=[CH:33][C:28]=4[C:29]([O:31][CH3:32])=[O:30])=[O:14])=[CH:16][CH:17]=3)=[N:6][C:5]=2[CH:18]=1, predict the reactants needed to synthesize it. The reactants are: [Cl:1][C:2]1[C:19]([Cl:20])=[CH:18][C:5]2[NH:6][C:7]([C:9]3[CH:17]=[CH:16][C:12]([C:13](O)=[O:14])=[CH:11][CH:10]=3)=[N:8][C:4]=2[CH:3]=1.CN(C=O)C.[NH2:26][C:27]1[CH:36]=[CH:35][C:34]([O:37][CH2:38][C:39]([O:41][CH3:42])=[O:40])=[CH:33][C:28]=1[C:29]([O:31][CH3:32])=[O:30].O.